From a dataset of Forward reaction prediction with 1.9M reactions from USPTO patents (1976-2016). Predict the product of the given reaction. (1) Given the reactants [Cl:1][C:2]1[N:7]=[CH:6][N:5]=[C:4]([NH2:8])[C:3]=1[NH2:9].[Cl:10][C:11]1[CH:16]=[CH:15][CH:14]=[C:13]([Cl:17])[C:12]=1[N:18]=[C:19]=S.CCN(C(C)C)C(C)C, predict the reaction product. The product is: [Cl:1][C:2]1[N:7]=[CH:6][N:5]=[C:4]2[C:3]=1[N:9]=[C:19]([NH:18][C:12]1[C:11]([Cl:10])=[CH:16][CH:15]=[CH:14][C:13]=1[Cl:17])[NH:8]2. (2) Given the reactants [F:1][C:2]([F:18])([F:17])[C:3]([NH:6][S:7]([C:10]1[CH:15]=[CH:14][C:13](Br)=[CH:12][N:11]=1)(=[O:9])=[O:8])([CH3:5])[CH3:4].[CH3:19][C:20]1([CH3:36])[C:24]([CH3:26])([CH3:25])[O:23][B:22]([B:22]2[O:23][C:24]([CH3:26])([CH3:25])[C:20]([CH3:36])([CH3:19])[O:21]2)[O:21]1.C([O-])(=O)C.[K+], predict the reaction product. The product is: [F:1][C:2]([F:18])([F:17])[C:3]([NH:6][S:7]([C:10]1[CH:15]=[CH:14][C:13]([B:22]2[O:23][C:24]([CH3:26])([CH3:25])[C:20]([CH3:36])([CH3:19])[O:21]2)=[CH:12][N:11]=1)(=[O:9])=[O:8])([CH3:5])[CH3:4].